Dataset: Forward reaction prediction with 1.9M reactions from USPTO patents (1976-2016). Task: Predict the product of the given reaction. (1) Given the reactants [Cl:1][C:2]1[CH:7]=[CH:6][C:5]([C:8]2([C:11]([OH:13])=O)[CH2:10][CH2:9]2)=[CH:4][CH:3]=1.CN([P+](ON1N=NC2C=CC=CC1=2)(N(C)C)N(C)C)C.F[P-](F)(F)(F)(F)F.[C:41]1([CH:47]2[CH2:51][CH2:50][CH2:49][NH:48]2)[CH:46]=[CH:45][CH:44]=[CH:43][CH:42]=1.CCN(C(C)C)C(C)C, predict the reaction product. The product is: [Cl:1][C:2]1[CH:3]=[CH:4][C:5]([C:8]2([C:11]([N:48]3[CH2:49][CH2:50][CH2:51][CH:47]3[C:41]3[CH:46]=[CH:45][CH:44]=[CH:43][CH:42]=3)=[O:13])[CH2:9][CH2:10]2)=[CH:6][CH:7]=1. (2) Given the reactants S(Cl)(Cl)=O.[NH:5]1[C:14]2[C:9](=[CH:10][CH:11]=[C:12]([CH2:15][C:16]([OH:18])=[O:17])[CH:13]=2)[CH2:8][CH2:7][CH2:6]1.[CH3:19]O, predict the reaction product. The product is: [NH:5]1[C:14]2[C:9](=[CH:10][CH:11]=[C:12]([CH2:15][C:16]([O:18][CH3:19])=[O:17])[CH:13]=2)[CH2:8][CH2:7][CH2:6]1. (3) Given the reactants [Cl:1][C:2]1[C:3]([NH:12][S:13]([C:16]2[CH:25]=[CH:24][C:19]([C:20]([O:22][CH3:23])=[O:21])=[CH:18][CH:17]=2)(=[O:15])=[O:14])=[N:4][CH:5]=[C:6]([C:8]([F:11])([F:10])[F:9])[CH:7]=1.Br[CH2:27][C:28]1[CH:33]=[CH:32][CH:31]=[CH:30][C:29]=1[O:34][C:35]([F:38])([F:37])[F:36], predict the reaction product. The product is: [Cl:1][C:2]1[C:3]([N:12]([CH2:27][C:28]2[CH:33]=[CH:32][CH:31]=[CH:30][C:29]=2[O:34][C:35]([F:36])([F:37])[F:38])[S:13]([C:16]2[CH:25]=[CH:24][C:19]([C:20]([O:22][CH3:23])=[O:21])=[CH:18][CH:17]=2)(=[O:15])=[O:14])=[N:4][CH:5]=[C:6]([C:8]([F:11])([F:9])[F:10])[CH:7]=1. (4) The product is: [CH:5]([C:8]1[S:12][CH:11]=[C:10]([CH:13]([N:16]([CH2:26][CH2:27][CH:28]([CH3:30])[CH3:29])[S:17]([C:20]2[CH:25]=[CH:24][CH:23]=[CH:22][CH:21]=2)(=[O:18])=[O:19])[CH2:14][OH:15])[CH:9]=1)=[O:4]. Given the reactants CC1(C)CO[CH:5]([C:8]2[S:12][CH:11]=[C:10]([CH:13]([N:16]([CH2:26][CH2:27][CH:28]([CH3:30])[CH3:29])[S:17]([C:20]3[CH:25]=[CH:24][CH:23]=[CH:22][CH:21]=3)(=[O:19])=[O:18])[CH2:14][OH:15])[CH:9]=2)[O:4]C1.O, predict the reaction product. (5) The product is: [C:34]([C:31]1[CH:30]=[CH:29][C:28]([N:8]2[C:9]3[C:14](=[CH:13][C:12]([O:15][C:16]4[CH:21]=[CH:20][C:19]([C:22]([OH:26])=[O:44])=[CH:18][N:17]=4)=[C:11]([Cl:27])[CH:10]=3)[C:6]([C:4]([OH:3])=[O:5])=[C:7]2[CH2:38][C:39]([OH:41])=[O:40])=[CH:33][CH:32]=1)([CH3:35])([CH3:36])[CH3:37]. Given the reactants C([O:3][C:4]([C:6]1[C:14]2[C:9](=[CH:10][C:11]([Cl:27])=[C:12]([O:15][C:16]3[CH:21]=[CH:20][C:19]([C:22](=[O:26])N(C)C)=[CH:18][N:17]=3)[CH:13]=2)[N:8]([C:28]2[CH:33]=[CH:32][C:31]([C:34]([CH3:37])([CH3:36])[CH3:35])=[CH:30][CH:29]=2)[C:7]=1[CH2:38][C:39]([O:41]CC)=[O:40])=[O:5])C.[OH-:44].[Na+].Cl, predict the reaction product. (6) Given the reactants [C:1]([O:5][C:6]([NH:8][C:9]1[CH:24]=[CH:23][C:12]([C:13]([O:15][CH2:16][C:17]2[CH:22]=[CH:21][CH:20]=[CH:19][CH:18]=2)=[O:14])=[C:11]([OH:25])[CH:10]=1)=[O:7])([CH3:4])([CH3:3])[CH3:2].CCN(C(C)C)C(C)C.[C:35](Cl)(=[O:37])[CH3:36].O, predict the reaction product. The product is: [C:35]([O:25][C:11]1[CH:10]=[C:9]([NH:8][C:6]([O:5][C:1]([CH3:4])([CH3:2])[CH3:3])=[O:7])[CH:24]=[CH:23][C:12]=1[C:13]([O:15][CH2:16][C:17]1[CH:22]=[CH:21][CH:20]=[CH:19][CH:18]=1)=[O:14])(=[O:37])[CH3:36]. (7) Given the reactants Br[C:2]1[C:10]2[N:9]3[CH2:11][CH2:12][NH:13][C:14](=[O:15])[C:8]3=[CH:7][C:6]=2[CH:5]=[C:4]([F:16])[CH:3]=1.[F:17][C:18]([F:29])([F:28])[C:19]1[CH:24]=[CH:23][C:22](B(O)O)=[CH:21][CH:20]=1, predict the reaction product. The product is: [F:16][C:4]1[CH:3]=[C:2]([C:22]2[CH:23]=[CH:24][C:19]([C:18]([F:29])([F:28])[F:17])=[CH:20][CH:21]=2)[C:10]2[N:9]3[CH2:11][CH2:12][NH:13][C:14](=[O:15])[C:8]3=[CH:7][C:6]=2[CH:5]=1.